From a dataset of Full USPTO retrosynthesis dataset with 1.9M reactions from patents (1976-2016). Predict the reactants needed to synthesize the given product. (1) Given the product [CH:2]([C@@H:3]1[C@:8]([C@H:9]2[CH2:10][CH2:11][C@@:12]3([CH3:21])[C@@H:16]([CH2:15][CH2:14][C:13]3=[CH2:20])[C@@H:17]2[CH:18]=[O:19])([CH3:22])[CH2:7][CH2:6][C@H:5]([NH:23][C:24](=[O:26])[CH3:25])[CH2:4]1)=[O:1], predict the reactants needed to synthesize it. The reactants are: [OH:1][C@H:2]1[C@H:18]([OH:19])[C@@H:17]2[C@H:9]([CH2:10][CH2:11][C@@:12]3([CH3:21])[C@H:16]2[CH2:15][CH2:14][C:13]3=[CH2:20])[C@:8]2([CH3:22])[C@@H:3]1[CH2:4][C@@H:5]([NH:23][C:24](=[O:26])[CH3:25])[CH2:6][CH2:7]2. (2) Given the product [OH:1][CH:2]1[CH:7]([C:8]2[CH:9]=[CH:10][C:11]([O:14][CH2:23][CH2:24][CH2:25][O:26][CH2:27][C:28]3[CH:33]=[CH:32][CH:31]=[CH:30][C:29]=3[O:34][CH3:35])=[CH:12][CH:13]=2)[CH2:6][CH2:5][N:4]([C:15]([O:17][C:18]([CH3:21])([CH3:20])[CH3:19])=[O:16])[CH2:3]1, predict the reactants needed to synthesize it. The reactants are: [OH:1][CH:2]1[CH:7]([C:8]2[CH:13]=[CH:12][C:11]([OH:14])=[CH:10][CH:9]=2)[CH2:6][CH2:5][N:4]([C:15]([O:17][C:18]([CH3:21])([CH3:20])[CH3:19])=[O:16])[CH2:3]1.Cl[CH2:23][CH2:24][CH2:25][O:26][CH2:27][C:28]1[CH:33]=[CH:32][CH:31]=[CH:30][C:29]=1[O:34][CH3:35].C(=O)([O-])[O-].[K+].[K+]. (3) Given the product [CH3:28][O:27][C:24]1[CH:25]=[CH:26][C:21]([C:18]2[CH:17]=[N:16][C:15]([NH:14][C:12]3[CH:13]=[C:8]([NH2:7])[C:9]([CH3:29])=[N:10][CH:11]=3)=[N:20][CH:19]=2)=[CH:22][CH:23]=1, predict the reactants needed to synthesize it. The reactants are: C(OC(=O)[NH:7][C:8]1[C:9]([CH3:29])=[N:10][CH:11]=[C:12]([NH:14][C:15]2[N:20]=[CH:19][C:18]([C:21]3[CH:26]=[CH:25][C:24]([O:27][CH3:28])=[CH:23][CH:22]=3)=[CH:17][N:16]=2)[CH:13]=1)(C)(C)C.C(O)(C(F)(F)F)=O.C([O-])([O-])=O.[Na+].[Na+]. (4) Given the product [ClH:35].[F:1][C:2]1[CH:3]=[CH:4][C:5]2[S:9][C:8]([CH2:10][N:11]3[C:20](=[O:21])[C:19]4[N:18]([CH2:22][C:23]#[C:24][CH3:25])[C:17]([N:26]5[CH2:31][CH2:30][CH2:29][C@@H:28]([NH2:32])[CH2:27]5)=[N:16][C:15]=4[N:14]([CH3:33])[C:12]3=[O:13])=[N:7][C:6]=2[CH:34]=1, predict the reactants needed to synthesize it. The reactants are: [F:1][C:2]1[CH:3]=[CH:4][C:5]2[S:9][C:8]([CH2:10][N:11]3[C:20](=[O:21])[C:19]4[N:18]([CH2:22][C:23]#[C:24][CH3:25])[C:17]([N:26]5[CH2:31][CH2:30][CH2:29][C@@H:28]([NH2:32])[CH2:27]5)=[N:16][C:15]=4[N:14]([CH3:33])[C:12]3=[O:13])=[N:7][C:6]=2[CH:34]=1.[ClH:35]. (5) The reactants are: [Cl:1][C:2]1[N:9]=[C:8]([NH:10][C:11]2[CH:15]=[C:14]([CH3:16])[NH:13][N:12]=2)[CH:7]=[C:6]([CH3:17])[C:3]=1[C:4]#[N:5].Cl.[F:19][C:20]1[CH:21]=[C:22]([CH:27]=[C:28]([F:30])[CH:29]=1)[O:23][CH2:24][CH2:25][NH2:26].C(=O)([O-])O.[Na+].CS(C)=O. Given the product [ClH:1].[F:19][C:20]1[CH:21]=[C:22]([CH:27]=[C:28]([F:30])[CH:29]=1)[O:23][CH2:24][CH2:25][NH:26][C:2]1[N:9]=[C:8]([NH:10][C:11]2[CH:15]=[C:14]([CH3:16])[NH:13][N:12]=2)[CH:7]=[C:6]([CH3:17])[C:3]=1[C:4]#[N:5], predict the reactants needed to synthesize it. (6) Given the product [OH:1][B:2]1[C@@H:7]([NH:8][C:9](=[O:22])[CH2:10][C@H:11]2[CH2:16][CH2:15][C@H:14]([NH:17][CH2:18][CH2:19][NH:20][C:41]([O:43][CH3:44])=[O:42])[CH2:13][CH2:12]2)[CH2:6][C:5]2[CH:23]=[CH:24][CH:25]=[C:26]([C:27]([OH:29])=[O:28])[C:4]=2[O:3]1, predict the reactants needed to synthesize it. The reactants are: [OH:1][B:2]1[C@@H:7]([NH:8][C:9](=[O:22])[CH2:10][C@H:11]2[CH2:16][CH2:15][C@H:14]([NH:17][CH2:18][CH2:19][NH:20]C)[CH2:13][CH2:12]2)[CH2:6][C:5]2[CH:23]=[CH:24][CH:25]=[C:26]([C:27]([OH:29])=[O:28])[C:4]=2[O:3]1.C1COCC1.C([O-])(O)=O.[Na+].Cl[C:41]([O:43][CH3:44])=[O:42]. (7) Given the product [C:9]1([C:15]2[CH2:21][CH2:20][CH2:19][C:18]3[CH:22]=[CH:23][CH:24]=[CH:25][C:17]=3[C:16]=2[C:26]2[CH:27]=[CH:28][C:29]([CH:32]=[CH:33][C:34]3[NH:35][N:7]=[N:6][N:5]=3)=[CH:30][CH:31]=2)[CH:10]=[CH:11][CH:12]=[CH:13][CH:14]=1, predict the reactants needed to synthesize it. The reactants are: [Cl-].[Al+3].[Cl-].[Cl-].[N-:5]=[N+:6]=[N-:7].[Na+].[C:9]1([C:15]2[CH2:21][CH2:20][CH2:19][C:18]3[CH:22]=[CH:23][CH:24]=[CH:25][C:17]=3[C:16]=2[C:26]2[CH:31]=[CH:30][C:29]([CH:32]=[CH:33][C:34]#[N:35])=[CH:28][CH:27]=2)[CH:14]=[CH:13][CH:12]=[CH:11][CH:10]=1. (8) Given the product [CH2:8]([O:10][C:11]([C:13]1[CH:14]=[N:15][N:16]([CH2:19][CH2:20][O:21][CH2:22][CH2:23][O:24][CH3:25])[C:17]=1[Cl:26])=[O:12])[CH3:9], predict the reactants needed to synthesize it. The reactants are: N(OC(C)(C)C)=O.[CH2:8]([O:10][C:11]([C:13]1[CH:14]=[N:15][N:16]([CH2:19][CH2:20][O:21][CH2:22][CH2:23][O:24][CH3:25])[C:17]=1N)=[O:12])[CH3:9].[ClH:26]. (9) Given the product [O:2]([C:9]1[CH:10]=[CH:11][C:12]([CH2:15][CH2:16][NH2:17])=[CH:13][CH:14]=1)[C:3]1[CH:8]=[CH:7][CH:6]=[CH:5][CH:4]=1, predict the reactants needed to synthesize it. The reactants are: N.[O:2]([C:9]1[CH:14]=[CH:13][C:12]([CH2:15][C:16]#[N:17])=[CH:11][CH:10]=1)[C:3]1[CH:8]=[CH:7][CH:6]=[CH:5][CH:4]=1. (10) Given the product [C:24]([O:23][C:21]([N:17]1[CH2:18][CH2:19][CH2:20][C@@H:15]([CH2:14][N:13]2[C:36]([C:35]3[C:38]([F:42])=[CH:39][CH:40]=[CH:41][C:34]=3[Cl:33])=[N:28][C:10]3[C:11]2=[N:12][C:7]([NH:6][CH2:5][C:4]2[CH:29]=[CH:30][C:31]([F:32])=[C:2]([F:1])[CH:3]=2)=[N:8][CH:9]=3)[CH2:16]1)=[O:22])([CH3:25])([CH3:26])[CH3:27], predict the reactants needed to synthesize it. The reactants are: [F:1][C:2]1[CH:3]=[C:4]([CH:29]=[CH:30][C:31]=1[F:32])[CH2:5][NH:6][C:7]1[N:12]=[C:11]([NH:13][CH2:14][C@@H:15]2[CH2:20][CH2:19][CH2:18][N:17]([C:21]([O:23][C:24]([CH3:27])([CH3:26])[CH3:25])=[O:22])[CH2:16]2)[C:10]([NH2:28])=[CH:9][N:8]=1.[Cl:33][C:34]1[CH:41]=[CH:40][CH:39]=[C:38]([F:42])[C:35]=1[CH:36]=O.